Dataset: Full USPTO retrosynthesis dataset with 1.9M reactions from patents (1976-2016). Task: Predict the reactants needed to synthesize the given product. Given the product [Cl:36][C:31]1[C:30]([CH3:37])=[N:29][C:28]2[N:33]([N:34]=[C:26]3[CH2:25][N:24]([C:22]([C:16]4[CH:17]=[CH:18][C:19]([F:21])=[CH:20][C:15]=4[O:14][C@@H:11]4[CH2:12][CH2:13][NH:9][CH2:10]4)=[O:23])[CH2:38][C:27]3=2)[C:32]=1[CH3:35], predict the reactants needed to synthesize it. The reactants are: Cl.C(OC([N:9]1[CH2:13][CH2:12][CH:11]([O:14][C:15]2[CH:20]=[C:19]([F:21])[CH:18]=[CH:17][C:16]=2[C:22]([N:24]2[CH2:38][C:27]3=[C:28]4[N:33]([N:34]=[C:26]3[CH2:25]2)[C:32]([CH3:35])=[C:31]([Cl:36])[C:30]([CH3:37])=[N:29]4)=[O:23])[CH2:10]1)=O)(C)(C)C.